This data is from Catalyst prediction with 721,799 reactions and 888 catalyst types from USPTO. The task is: Predict which catalyst facilitates the given reaction. (1) Reactant: [C:1]([NH:4][C@H:5]1[C:13]2[C:8](=[CH:9][CH:10]=[C:11]([O:14][C:15]3[N:16]=[C:17]4[C:23]([C:24](O)=[O:25])=[CH:22][N:21]([CH2:27][O:28][CH2:29][CH2:30][Si:31]([CH3:34])([CH3:33])[CH3:32])[C:18]4=[N:19][CH:20]=3)[CH:12]=2)[CH2:7][CH2:6]1)(=[O:3])[CH3:2].CN(C(ON1N=[N:50][C:45]2[CH:46]=[CH:47]C=N[C:44]1=2)=[N+](C)C)C.F[P-](F)(F)(F)(F)F.C(N(C(C)C)CC)(C)C. Product: [C@@H:45]([NH:50][C:24]([C:23]1[C:17]2[C:18](=[N:19][CH:20]=[C:15]([O:14][C:11]3[CH:12]=[C:13]4[C:8](=[CH:9][CH:10]=3)[CH2:7][CH2:6][C@H:5]4[NH:4][C:1](=[O:3])[CH3:2])[N:16]=2)[N:21]([CH2:27][O:28][CH2:29][CH2:30][Si:31]([CH3:34])([CH3:33])[CH3:32])[CH:22]=1)=[O:25])([CH2:46][CH3:47])[CH3:44]. The catalyst class is: 4. (2) Reactant: [C:1]([N:4]1[C:13]2[C:8](=[CH:9][C:10]([C:14](=[O:17])[NH:15][CH3:16])=[CH:11][CH:12]=2)[C@H:7]([NH:18]C(=O)OCC2C=CC=CC=2)[C@@H:6]([CH3:29])[C@@H:5]1[CH3:30])(=[O:3])[CH3:2]. Product: [C:1]([N:4]1[C:13]2[C:8](=[CH:9][C:10]([C:14]([NH:15][CH3:16])=[O:17])=[CH:11][CH:12]=2)[CH:7]([NH2:18])[CH:6]([CH3:29])[CH:5]1[CH3:30])(=[O:3])[CH3:2]. The catalyst class is: 29. (3) Reactant: [C:1]([O:5][C:6](=[O:24])[NH:7][C@@H:8]([CH2:12][N:13]1C(=O)C2C(=CC=CC=2)C1=O)[CH2:9][CH2:10][CH3:11])([CH3:4])([CH3:3])[CH3:2].O.NN. Product: [C:1]([O:5][C:6](=[O:24])[NH:7][C@@H:8]([CH2:12][NH2:13])[CH2:9][CH2:10][CH3:11])([CH3:2])([CH3:3])[CH3:4]. The catalyst class is: 271. (4) Reactant: [Br:1][C:2]1[CH:3]=[C:4]([C:24](=[O:36])[NH:25][CH2:26][C:27]2[C:28](=[O:35])[NH:29][C:30]([CH3:34])=[CH:31][C:32]=2[CH3:33])[C:5]([CH3:23])=[C:6]([N:8]([CH3:22])[CH:9]2[CH2:14][CH2:13][N:12](C(OC(C)(C)C)=O)[CH2:11][CH2:10]2)[CH:7]=1.C(O)(C(F)(F)F)=O. Product: [Br:1][C:2]1[CH:7]=[C:6]([N:8]([CH3:22])[CH:9]2[CH2:14][CH2:13][NH:12][CH2:11][CH2:10]2)[C:5]([CH3:23])=[C:4]([CH:3]=1)[C:24]([NH:25][CH2:26][C:27]1[C:28](=[O:35])[NH:29][C:30]([CH3:34])=[CH:31][C:32]=1[CH3:33])=[O:36]. The catalyst class is: 2. (5) Reactant: [F:1][C:2]1[CH:7]=[CH:6][C:5]([CH3:8])=[CH:4][C:3]=1[NH:9][C:10]([NH:12][C:13]1[CH:39]=[CH:38][C:16]([O:17][C:18]2[CH:23]=[CH:22][N:21]=[C:20]([C:24]3[NH:28][CH:27]=[C:26]([C:29]([NH:31][CH2:32][CH2:33][CH2:34][C:35]([OH:37])=[O:36])=[O:30])[CH:25]=3)[CH:19]=2)=[CH:15][CH:14]=1)=[O:11].CN(C(ON1N=NC2C=CC=NC1=2)=[N+](C)C)C.F[P-](F)(F)(F)(F)F.C(N(CC)C(C)C)(C)C.[CH3:73][O:74][CH2:75][CH2:76]O.Cl. Product: [F:1][C:2]1[CH:7]=[CH:6][C:5]([CH3:8])=[CH:4][C:3]=1[NH:9][C:10]([NH:12][C:13]1[CH:39]=[CH:38][C:16]([O:17][C:18]2[CH:23]=[CH:22][N:21]=[C:20]([C:24]3[NH:28][CH:27]=[C:26]([C:29]([NH:31][CH2:32][CH2:33][CH2:34][C:35]([O:37][CH2:76][CH2:75][O:74][CH3:73])=[O:36])=[O:30])[CH:25]=3)[CH:19]=2)=[CH:15][CH:14]=1)=[O:11]. The catalyst class is: 18. (6) Reactant: [CH2:1]([O:3][C:4](=[O:14])[CH2:5][C:6]1[CH:11]=[C:10]([Cl:12])[CH:9]=[C:8]([Br:13])[CH:7]=1)[CH3:2].[H-].[Na+].IC.[CH3:19]COC(C)=O. Product: [CH2:1]([O:3][C:4](=[O:14])[CH:5]([C:6]1[CH:11]=[C:10]([Cl:12])[CH:9]=[C:8]([Br:13])[CH:7]=1)[CH3:19])[CH3:2]. The catalyst class is: 18.